This data is from Forward reaction prediction with 1.9M reactions from USPTO patents (1976-2016). The task is: Predict the product of the given reaction. (1) Given the reactants [F:1][C:2]1[C:7]([C:8]2[CH2:13][CH2:12][CH2:11][C:10](=[O:14])[CH:9]=2)=[CH:6][CH:5]=[CH:4][N:3]=1, predict the reaction product. The product is: [F:1][C:2]1[C:7]([C@H:8]2[CH2:13][CH2:12][CH2:11][C@H:10]([OH:14])[CH2:9]2)=[CH:6][CH:5]=[CH:4][N:3]=1. (2) Given the reactants [Br:1][C:2]1[CH:3]=[C:4]([O:11][CH3:12])[CH:5]=[C:6]([N+:8]([O-])=[O:9])[CH:7]=1.O.NN, predict the reaction product. The product is: [Br:1][C:2]1[CH:7]=[C:6]([NH:8][OH:9])[CH:5]=[C:4]([O:11][CH3:12])[CH:3]=1. (3) Given the reactants C([O:4][CH2:5][C:6](Cl)=[O:7])(=O)C.[NH2:9][C:10]1[CH:15]=[CH:14][C:13]([S:16]([N:19]([C:21]2[CH:40]=[CH:39][C:24]3[N:25]([CH2:32][CH:33]4[CH2:38][CH2:37][O:36][CH2:35][CH2:34]4)[C:26]([C:28]([F:31])([F:30])[CH3:29])=[N:27][C:23]=3[CH:22]=2)[CH3:20])(=[O:18])=[O:17])=[CH:12][CH:11]=1.CCN(CC)CC, predict the reaction product. The product is: [F:31][C:28]([C:26]1[N:25]([CH2:32][CH:33]2[CH2:38][CH2:37][O:36][CH2:35][CH2:34]2)[C:24]2[CH:39]=[CH:40][C:21]([N:19]([CH3:20])[S:16]([C:13]3[CH:12]=[CH:11][C:10]([NH:9][C:5](=[O:4])[CH2:6][OH:7])=[CH:15][CH:14]=3)(=[O:17])=[O:18])=[CH:22][C:23]=2[N:27]=1)([F:30])[CH3:29]. (4) Given the reactants [CH:1]1([C:4]2[N:5]=[C:6]3[CH:11]=[CH:10][C:9](I)=[CH:8][N:7]3[C:13]=2[CH3:14])[CH2:3][CH2:2]1.[O:15]=[C:16]1[CH:21]=[C:20]([C:22]([O:24][CH3:25])=[O:23])[CH:19]=[CH:18][NH:17]1.C(=O)([O-])[O-].[K+].[K+].CN[C@@H]1CCCC[C@H]1NC, predict the reaction product. The product is: [CH:1]1([C:4]2[N:5]=[C:6]3[CH:11]=[CH:10][C:9]([N:17]4[CH:18]=[CH:19][C:20]([C:22]([O:24][CH3:25])=[O:23])=[CH:21][C:16]4=[O:15])=[CH:8][N:7]3[C:13]=2[CH3:14])[CH2:3][CH2:2]1. (5) Given the reactants [N:1]1[C:6]2[NH:7][C:8]3[CH:15]=[CH:14][CH:13]=[CH:12][C:9]=3[NH:10][CH2:11][C:5]=2[CH:4]=[CH:3][CH:2]=1.C(=O)([O-])[O-].[K+].[K+].[C:22]1([C:31]2[CH:36]=[CH:35][CH:34]=[CH:33][CH:32]=2)[CH:27]=[CH:26][C:25]([C:28](Cl)=[O:29])=[CH:24][CH:23]=1, predict the reaction product. The product is: [C:22]1([C:31]2[CH:32]=[CH:33][CH:34]=[CH:35][CH:36]=2)[CH:23]=[CH:24][C:25]([C:28]([N:10]2[CH2:11][C:5]3[CH:4]=[CH:3][CH:2]=[N:1][C:6]=3[NH:7][C:8]3[CH:15]=[CH:14][CH:13]=[CH:12][C:9]2=3)=[O:29])=[CH:26][CH:27]=1.